Dataset: Peptide-MHC class II binding affinity with 134,281 pairs from IEDB. Task: Regression. Given a peptide amino acid sequence and an MHC pseudo amino acid sequence, predict their binding affinity value. This is MHC class II binding data. (1) The peptide sequence is ENLPYLVAYQATVCARAQAP. The MHC is DRB1_1501 with pseudo-sequence DRB1_1501. The binding affinity (normalized) is 0.686. (2) The peptide sequence is DSYKFIPTLVAAVKQ. The MHC is HLA-DPA10201-DPB11401 with pseudo-sequence HLA-DPA10201-DPB11401. The binding affinity (normalized) is 0.219. (3) The peptide sequence is VGLRVVCAKYAL. The MHC is DRB1_1101 with pseudo-sequence DRB1_1101. The binding affinity (normalized) is 0.178. (4) The peptide sequence is AHGETVSAVAELIGD. The MHC is HLA-DQA10501-DQB10201 with pseudo-sequence HLA-DQA10501-DQB10201. The binding affinity (normalized) is 0.460.